Predict the reaction yield, written as a fraction of the theoretical maximum amount of product (1.0 means a 100% yield; for example, 0.34 means a 34% yield). From a dataset of Reaction yield outcomes from USPTO patents with 853,638 reactions. The reactants are C(OC(=O)[NH:7][CH:8]([CH3:16])[CH2:9][N:10]1[CH2:15][CH2:14][O:13][CH2:12][CH2:11]1)(C)(C)C.Cl. The yield is 0.960. The product is [CH3:16][C@H:8]([NH2:7])[CH2:9][N:10]1[CH2:15][CH2:14][O:13][CH2:12][CH2:11]1. The catalyst is CO.